From a dataset of Reaction yield outcomes from USPTO patents with 853,638 reactions. Predict the reaction yield, written as a fraction of the theoretical maximum amount of product (1.0 means a 100% yield; for example, 0.34 means a 34% yield). (1) The reactants are [C:1]([NH:5][C:6]1[CH:11]=[CH:10][C:9]([O:12]C(=O)C)=[CH:8][CH:7]=1)(=[O:4])[CH:2]=[CH2:3].C[O-].[Na+]. The catalyst is CO. The product is [OH:12][C:9]1[CH:8]=[CH:7][C:6]([NH:5][C:1](=[O:4])[CH:2]=[CH2:3])=[CH:11][CH:10]=1. The yield is 0.950. (2) The reactants are [NH2:1][C:2]1[C:7]([C:8](=[O:10])[NH2:9])=[C:6]([CH:11]2[CH2:16][CH2:15][CH2:14][N:13]([C:17]([O:19][C:20]([CH3:23])([CH3:22])[CH3:21])=[O:18])[CH2:12]2)[CH:5]=[C:4]([C:24]2[CH:29]=[CH:28][CH:27]=[CH:26][C:25]=2[O:30][CH2:31][C:32]2[CH:37]=[CH:36][CH:35]=[CH:34][CH:33]=2)[N:3]=1.C(N(CC)CC)C.Cl[C:46](Cl)([O:48]C(=O)OC(Cl)(Cl)Cl)Cl. The catalyst is C1COCC1. The product is [CH2:31]([O:30][C:25]1[CH:26]=[CH:27][CH:28]=[CH:29][C:24]=1[C:4]1[CH:5]=[C:6]([CH:11]2[CH2:16][CH2:15][CH2:14][N:13]([C:17]([O:19][C:20]([CH3:23])([CH3:22])[CH3:21])=[O:18])[CH2:12]2)[C:7]2[C:8](=[O:10])[NH:9][C:46](=[O:48])[NH:1][C:2]=2[N:3]=1)[C:32]1[CH:33]=[CH:34][CH:35]=[CH:36][CH:37]=1. The yield is 0.970. (3) The reactants are [Si:1]([O:8][CH2:9][CH:10]([C:19]1([NH2:22])[CH2:21][CH2:20]1)[CH2:11][C:12]1[CH:17]=[CH:16][C:15]([Cl:18])=[CH:14][CH:13]=1)([C:4]([CH3:7])([CH3:6])[CH3:5])([CH3:3])[CH3:2].[CH3:23][C:24]([O:27][C:28](O[C:28]([O:27][C:24]([CH3:26])([CH3:25])[CH3:23])=[O:29])=[O:29])([CH3:26])[CH3:25].C(N(CC)CC)C. The catalyst is C1COCC1.CN(C1C=CN=CC=1)C. The product is [Si:1]([O:8][CH2:9][CH:10]([C:19]1([NH:22][C:28](=[O:29])[O:27][C:24]([CH3:26])([CH3:25])[CH3:23])[CH2:20][CH2:21]1)[CH2:11][C:12]1[CH:17]=[CH:16][C:15]([Cl:18])=[CH:14][CH:13]=1)([C:4]([CH3:7])([CH3:6])[CH3:5])([CH3:3])[CH3:2]. The yield is 0.590. (4) The reactants are C([N:8]1[C:16]([CH3:18])([CH3:17])[C:15]2[C:10](=[CH:11][CH:12]=[CH:13][CH:14]=2)[C:9]1([CH3:20])[CH3:19])C1C=CC=CC=1.[H][H]. The catalyst is [Pd].C(O)(=O)C. The product is [CH3:17][C:16]1([CH3:18])[C:15]2[C:10](=[CH:11][CH:12]=[CH:13][CH:14]=2)[C:9]([CH3:20])([CH3:19])[NH:8]1. The yield is 0.860. (5) The reactants are [O:1]1[CH2:6][CH2:5][N:4]([C:7]2[N:12]=[C:11]([N:13]3[CH2:18][CH2:17][O:16][CH2:15][CH2:14]3)[N:10]=[C:9]([C:19]3[CH:24]=[CH:23][C:22]([NH:25][C:26](=[O:38])[NH:27][C:28]4[CH:37]=[CH:36][C:31]([C:32]([O:34]C)=[O:33])=[CH:30][CH:29]=4)=[CH:21][CH:20]=3)[N:8]=2)[CH2:3][CH2:2]1.C1COCC1.CO.O[Li].O. The catalyst is O. The product is [O:1]1[CH2:2][CH2:3][N:4]([C:7]2[N:12]=[C:11]([N:13]3[CH2:14][CH2:15][O:16][CH2:17][CH2:18]3)[N:10]=[C:9]([C:19]3[CH:24]=[CH:23][C:22]([NH:25][C:26](=[O:38])[NH:27][C:28]4[CH:37]=[CH:36][C:31]([C:32]([OH:34])=[O:33])=[CH:30][CH:29]=4)=[CH:21][CH:20]=3)[N:8]=2)[CH2:5][CH2:6]1. The yield is 0.960. (6) The reactants are CN(C)C=O.C(=O)([O-])[O-].[K+].[K+].I[CH2:13][CH2:14][CH3:15].[F:16][C:17]1[CH:22]=[CH:21][C:20]([OH:23])=[C:19]([N+:24]([O-:26])=[O:25])[CH:18]=1. The catalyst is O. The product is [F:16][C:17]1[CH:22]=[CH:21][C:20]([O:23][CH2:13][CH2:14][CH3:15])=[C:19]([N+:24]([O-:26])=[O:25])[CH:18]=1. The yield is 0.960.